The task is: Predict which catalyst facilitates the given reaction.. This data is from Catalyst prediction with 721,799 reactions and 888 catalyst types from USPTO. Reactant: [CH2:1]([O:8][C:9](=[O:19])[C@H:10]([OH:18])[CH2:11][C:12]1[CH:17]=[CH:16][CH:15]=[CH:14][CH:13]=1)[C:2]1[CH:7]=[CH:6][CH:5]=[CH:4][CH:3]=1.[CH3:20][C:21]1[CH:26]=[C:25]([C:27]([O:36][CH2:37][C:38]2[CH:43]=[CH:42][C:41]([O:44][CH3:45])=[CH:40][CH:39]=2)([C:32]([F:35])([F:34])[F:33])[C:28]([F:31])([F:30])[F:29])[CH:24]=[CH:23][C:22]=1O.C1(P(C2C=CC=CC=2)C2C=CC=CC=2)C=CC=CC=1.CCOC(/N=N/C(OCC)=O)=O. Product: [CH2:1]([O:8][C:9](=[O:19])[C@@H:10]([O:18][C:22]1[CH:23]=[CH:24][C:25]([C:27]([O:36][CH2:37][C:38]2[CH:39]=[CH:40][C:41]([O:44][CH3:45])=[CH:42][CH:43]=2)([C:28]([F:31])([F:30])[F:29])[C:32]([F:33])([F:34])[F:35])=[CH:26][C:21]=1[CH3:20])[CH2:11][C:12]1[CH:13]=[CH:14][CH:15]=[CH:16][CH:17]=1)[C:2]1[CH:3]=[CH:4][CH:5]=[CH:6][CH:7]=1. The catalyst class is: 1.